This data is from Reaction yield outcomes from USPTO patents with 853,638 reactions. The task is: Predict the reaction yield, written as a fraction of the theoretical maximum amount of product (1.0 means a 100% yield; for example, 0.34 means a 34% yield). (1) The reactants are [H-].[Na+].[CH3:3][C:4]1[CH:5]=[C:6]([NH:10][C:11]2[S:12][CH:13]=[C:14]([C:16]3[CH:21]=[CH:20][N:19]=[CH:18][CH:17]=3)[N:15]=2)[CH:7]=[CH:8][CH:9]=1.[CH3:22]I. The catalyst is CN(C=O)C. The product is [CH3:22][N:10]([C:6]1[CH:7]=[CH:8][CH:9]=[C:4]([CH3:3])[CH:5]=1)[C:11]1[S:12][CH:13]=[C:14]([C:16]2[CH:21]=[CH:20][N:19]=[CH:18][CH:17]=2)[N:15]=1. The yield is 0.860. (2) The reactants are [F:1][C:2]1[CH:10]=[CH:9][C:5]([C:6]([OH:8])=[O:7])=[CH:4][C:3]=1[N+:11]([O-:13])=[O:12].[C:14](=O)([O-])[O-].[K+].[K+].CI. The catalyst is CN(C=O)C. The product is [CH3:14][O:7][C:6](=[O:8])[C:5]1[CH:9]=[CH:10][C:2]([F:1])=[C:3]([N+:11]([O-:13])=[O:12])[CH:4]=1. The yield is 0.990.